From a dataset of Reaction yield outcomes from USPTO patents with 853,638 reactions. Predict the reaction yield, written as a fraction of the theoretical maximum amount of product (1.0 means a 100% yield; for example, 0.34 means a 34% yield). (1) The catalyst is C(OCC)(=O)C. The product is [CH3:13][C@H:14]1[O:19][C@@H:18]([CH3:20])[CH2:17][N:16]([CH2:21][CH2:22][O:23][C@H:24]2[CH2:25][CH2:26][C@H:27]([N:30]3[C:35](=[O:36])[C:34]([CH2:37][C:38]4[CH:39]=[CH:40][C:41]([C:44]5[CH:49]=[CH:48][CH:47]=[CH:46][C:45]=5[C:50]5[NH:3][C:4](=[O:7])[O:5][N:51]=5)=[CH:42][CH:43]=4)=[C:33]([CH2:52][CH2:53][CH3:54])[N:32]4[N:55]=[CH:56][N:57]=[C:31]34)[CH2:28][CH2:29]2)[CH2:15]1. The reactants are [Cl-].O[NH3+:3].[C:4](=[O:7])([O-])[OH:5].[Na+].CS(C)=O.[CH3:13][C@H:14]1[O:19][C@@H:18]([CH3:20])[CH2:17][N:16]([CH2:21][CH2:22][O:23][C@H:24]2[CH2:29][CH2:28][C@H:27]([N:30]3[C:35](=[O:36])[C:34]([CH2:37][C:38]4[CH:43]=[CH:42][C:41]([C:44]5[C:45]([C:50]#[N:51])=[CH:46][CH:47]=[CH:48][CH:49]=5)=[CH:40][CH:39]=4)=[C:33]([CH2:52][CH2:53][CH3:54])[N:32]4[N:55]=[CH:56][N:57]=[C:31]34)[CH2:26][CH2:25]2)[CH2:15]1. The yield is 0.590. (2) The reactants are [CH2:1]([N:3]1[CH:7]=[CH:6][C:5]([C:8]([OH:10])=O)=[N:4]1)[CH3:2].CN(C)C=O.C(Cl)(=O)C(Cl)=O.[NH2:22][C:23]1[CH:24]=[C:25]([CH:42]=[CH:43][C:44]=1[F:45])[O:26][C:27]1[CH:28]=[CH:29][C:30]2[N:31]([CH:33]=[C:34]([NH:36][C:37]([CH:39]3[CH2:41][CH2:40]3)=[O:38])[N:35]=2)[N:32]=1. The catalyst is CN(C)C(=O)C.O1CCCC1. The product is [CH:39]1([C:37]([NH:36][C:34]2[N:35]=[C:30]3[CH:29]=[CH:28][C:27]([O:26][C:25]4[CH:42]=[CH:43][C:44]([F:45])=[C:23]([NH:22][C:8]([C:5]5[CH:6]=[CH:7][N:3]([CH2:1][CH3:2])[N:4]=5)=[O:10])[CH:24]=4)=[N:32][N:31]3[CH:33]=2)=[O:38])[CH2:40][CH2:41]1. The yield is 0.400.